Dataset: Reaction yield outcomes from USPTO patents with 853,638 reactions. Task: Predict the reaction yield, written as a fraction of the theoretical maximum amount of product (1.0 means a 100% yield; for example, 0.34 means a 34% yield). (1) The reactants are [Cl:1][C:2]1[C:10]([N+:11]([O-])=O)=[CH:9][CH:8]=[C:7]([Cl:14])[C:3]=1[C:4]([OH:6])=[O:5].[NH4+].[Cl-]. The catalyst is C1COCC1.[Zn]. The yield is 0.755. The product is [NH2:11][C:10]1[C:2]([Cl:1])=[C:3]([C:7]([Cl:14])=[CH:8][CH:9]=1)[C:4]([OH:6])=[O:5]. (2) The reactants are [N:1]1([C:7](Cl)=[O:8])[CH2:6][CH2:5][O:4][CH2:3][CH2:2]1.[Cl:10][C:11]1[C:12]([F:37])=[C:13]([CH:34]=[CH:35][CH:36]=1)[NH:14][C:15]1[C:24]2[C:19](=[CH:20][C:21]([O:32][CH3:33])=[C:22]([O:25][CH:26]3[CH2:31][CH2:30][NH:29][CH2:28][CH2:27]3)[CH:23]=2)[N:18]=[CH:17][N:16]=1.C(N(C(C)C)CC)(C)C. The catalyst is ClCCl. The product is [Cl:10][C:11]1[C:12]([F:37])=[C:13]([CH:34]=[CH:35][CH:36]=1)[NH:14][C:15]1[C:24]2[C:19](=[CH:20][C:21]([O:32][CH3:33])=[C:22]([O:25][CH:26]3[CH2:31][CH2:30][N:29]([C:7]([N:1]4[CH2:6][CH2:5][O:4][CH2:3][CH2:2]4)=[O:8])[CH2:28][CH2:27]3)[CH:23]=2)[N:18]=[CH:17][N:16]=1. The yield is 0.640. (3) The reactants are [C@H:1]12[CH2:7][C@@H:6]([OH:8])[C@H:5]1[CH2:4][NH:3][CH2:2]2.[CH:9]([C:11]1[C:12]([F:23])=[CH:13][N:14]=[C:15]2[C:20]=1[N:19]=[C:18]([O:21][CH3:22])[CH:17]=[CH:16]2)=[CH2:10]. The catalyst is CCO. The product is [F:23][C:12]1[CH:13]=[N:14][C:15]2[C:20]([C:11]=1[CH2:9][CH2:10][N:3]1[CH2:4][C@H:5]3[C@H:1]([CH2:7][C@H:6]3[OH:8])[CH2:2]1)=[N:19][C:18]([O:21][CH3:22])=[CH:17][CH:16]=2. The yield is 0.230. (4) The reactants are [C:1]([C:3]1[CH:8]=[CH:7][C:6]([C:9]2[O:13][CH:12]=[N:11][C:10]=2[C:14](OCC)=[O:15])=[CH:5][CH:4]=1)#[N:2].CC(C[AlH]CC(C)C)C. The catalyst is C1COCC1.C1(C)C=CC=CC=1. The product is [CH:14]([C:10]1[N:11]=[CH:12][O:13][C:9]=1[C:6]1[CH:7]=[CH:8][C:3]([C:1]#[N:2])=[CH:4][CH:5]=1)=[O:15]. The yield is 0.860. (5) The reactants are [NH2:1][C:2]1[C:3]2[N:4]([C:8]([C@@H:29]3[CH2:33][CH2:32][CH2:31][NH:30]3)=[N:9][C:10]=2[C:11]2[CH:28]=[CH:27][C:14]([C:15]([NH:17][C:18]3[S:19][C:20]4[CH2:26][CH2:25][CH2:24][CH2:23][C:21]=4[N:22]=3)=[O:16])=[CH:13][CH:12]=2)[CH:5]=[CH:6][N:7]=1.[C:34](O)(=[O:38])[C:35]#[C:36][CH3:37]. No catalyst specified. The product is [NH2:1][C:2]1[C:3]2[N:4]([C:8]([C@@H:29]3[CH2:33][CH2:32][CH2:31][N:30]3[C:34](=[O:38])[C:35]#[C:36][CH3:37])=[N:9][C:10]=2[C:11]2[CH:28]=[CH:27][C:14]([C:15]([NH:17][C:18]3[S:19][C:20]4[CH2:26][CH2:25][CH2:24][CH2:23][C:21]=4[N:22]=3)=[O:16])=[CH:13][CH:12]=2)[CH:5]=[CH:6][N:7]=1. The yield is 0.192.